From a dataset of Full USPTO retrosynthesis dataset with 1.9M reactions from patents (1976-2016). Predict the reactants needed to synthesize the given product. (1) Given the product [I:11][C:9]1[N:4]2[N:3]=[C:2]([CH3:1])[N:10]=[C:5]2[CH:6]=[CH:7][CH:8]=1, predict the reactants needed to synthesize it. The reactants are: [CH3:1][C:2]1[N:10]=[C:5]2[CH:6]=[CH:7][CH:8]=[CH:9][N:4]2[N:3]=1.[I:11]I.O. (2) Given the product [CH2:4]([CH:7]1[CH2:11][CH2:10][CH:9]([CH:12]2[CH2:17][CH2:16][CH:15]([CH2:18][OH:19])[CH2:14][CH2:13]2)[CH2:8]1)[CH2:5][CH3:6], predict the reactants needed to synthesize it. The reactants are: C(O)C.[CH2:4]([CH:7]1[CH2:11][CH2:10][CH:9]([CH:12]2[CH2:17][CH2:16][CH:15]([CH:18]=[O:19])[CH2:14][CH2:13]2)[CH2:8]1)[CH2:5][CH3:6].[BH4-].[Na+]. (3) Given the product [CH3:8][CH:9]([CH2:13][CH2:14][CH2:15][CH:16]([CH3:18])[CH3:17])[CH2:10][CH2:11][N:12]1[C:4](=[O:5])[CH:3]=[CH:2][C:1]1=[O:7], predict the reactants needed to synthesize it. The reactants are: [C:1]1(=[O:7])O[C:4](=[O:5])[CH:3]=[CH:2]1.[CH3:8][CH:9]([CH2:13][CH2:14][CH2:15][CH:16]([CH3:18])[CH3:17])[CH2:10][CH2:11][NH2:12].C[Si](C)(C)N[Si](C)(C)C.Cl. (4) Given the product [CH3:1][C:2]1[CH:7]=[CH:6][C:5]([S:8]([N:11]2[C@H:20]([CH2:21][CH2:22][CH2:23][N:25]3[CH2:26][CH2:27][O:28][CH2:29][CH2:30]3)[CH2:19][C:18]3[C:13](=[CH:14][CH:15]=[CH:16][CH:17]=3)[CH2:12]2)(=[O:10])=[O:9])=[CH:4][CH:3]=1, predict the reactants needed to synthesize it. The reactants are: [CH3:1][C:2]1[CH:7]=[CH:6][C:5]([S:8]([N:11]2[C@H:20]([CH2:21][CH2:22][C:23]([N:25]3[CH2:30][CH2:29][O:28][CH2:27][CH2:26]3)=O)[CH2:19][C:18]3[C:13](=[CH:14][CH:15]=[CH:16][CH:17]=3)[CH2:12]2)(=[O:10])=[O:9])=[CH:4][CH:3]=1.[H-].[H-].[H-].[H-].[Li+].[Al+3].O.[OH-].[Na+]. (5) Given the product [O:30]=[S:2]1(=[O:1])[C:8]2[CH:9]=[C:10]([O:14][CH3:15])[C:11]([Br:13])=[CH:12][C:7]=2[N:6]([C:16]2[CH:21]=[CH:20][CH:19]=[CH:18][CH:17]=2)[CH2:5][C:4]([CH2:26][CH2:27][CH2:28][CH3:29])([CH2:22][CH2:23][CH2:24][CH3:25])[N:3]1[CH2:37][C:36]1[CH:39]=[CH:40][C:33]([O:32][CH3:31])=[CH:34][CH:35]=1, predict the reactants needed to synthesize it. The reactants are: [O:1]=[S:2]1(=[O:30])[C:8]2[CH:9]=[C:10]([O:14][CH3:15])[C:11]([Br:13])=[CH:12][C:7]=2[N:6]([C:16]2[CH:21]=[CH:20][CH:19]=[CH:18][CH:17]=2)[CH2:5][C:4]([CH2:26][CH2:27][CH2:28][CH3:29])([CH2:22][CH2:23][CH2:24][CH3:25])[NH:3]1.[CH3:31][O:32][C:33]1[CH:40]=[CH:39][C:36]([CH2:37]Cl)=[CH:35][CH:34]=1.[I-].[Cs+].C([O-])([O-])=O.[Cs+].[Cs+]. (6) Given the product [CH3:27][O:28][C:29]1[C:30]([C:34]([NH:20][C@H:19]([C:21]([OH:23])=[O:22])[CH2:18][C:17]2[CH:16]=[CH:15][C:14]([O:13][CH2:12][CH2:11][C:2]3[CH:3]=[CH:4][C:5]4[CH2:6][CH2:7][CH2:8][NH:9][C:10]=4[N:1]=3)=[CH:26][CH:25]=2)=[O:35])=[CH:31][S:32][CH:33]=1, predict the reactants needed to synthesize it. The reactants are: [N:1]1[C:10]2[NH:9][CH2:8][CH2:7][CH2:6][C:5]=2[CH:4]=[CH:3][C:2]=1[CH2:11][CH2:12][O:13][C:14]1[CH:26]=[CH:25][C:17]([CH2:18][C@@H:19]([C:21]([O:23]C)=[O:22])[NH2:20])=[CH:16][CH:15]=1.[CH3:27][O:28][C:29]1[C:30]([C:34](O)=[O:35])=[CH:31][S:32][CH:33]=1.CN1CCOCC1.CN(C(ON1N=NC2C=CC=CC1=2)=[N+](C)C)C.[B-](F)(F)(F)F.[OH-].[Na+]. (7) Given the product [CH:25]1([CH2:28][N:29]2[C:33]([CH:34]3[CH2:37][N:36]([C:38](=[O:40])[CH3:39])[CH2:35]3)=[CH:32][C:31]([C:50]3[CH:51]=[C:52]4[C:44]([C:43]([F:62])([F:63])[F:42])=[CH:45][NH:46][C:47]4=[N:48][CH:49]=3)=[N:30]2)[CH2:27][CH2:26]1, predict the reactants needed to synthesize it. The reactants are: C(N1C(C2CN(C)C2)=CC(C2C=C(C(F)(F)F)C(N)=NC=2)=N1)(C)C.[CH:25]1([CH2:28][N:29]2[C:33]([CH:34]3[CH2:37][N:36]([C:38](=[O:40])[CH3:39])[CH2:35]3)=[CH:32][C:31](I)=[N:30]2)[CH2:27][CH2:26]1.[F:42][C:43]([F:63])([F:62])[C:44]1[C:52]2[C:47](=[N:48][CH:49]=[C:50](B3OC(C)(C)C(C)(C)O3)[CH:51]=2)[NH:46][CH:45]=1.